Predict the reactants needed to synthesize the given product. From a dataset of Full USPTO retrosynthesis dataset with 1.9M reactions from patents (1976-2016). (1) Given the product [OH:1][C@H:2]1[CH2:7][CH2:6][C@H:5]2[C@H:8]3[C@H:18]([CH2:19][CH2:20][C@:3]12[CH3:4])[C@:16]1([CH3:17])[C:11](=[CH:12][C:13](=[O:21])[CH:14]=[CH:15]1)[C:10](=[CH2:22])[CH2:9]3, predict the reactants needed to synthesize it. The reactants are: [OH:1][C@H:2]1[CH2:7][CH2:6][C@H:5]2[C@H:8]3[C@H:18]([CH2:19][CH2:20][C@:3]12[CH3:4])[C@:16]1([CH3:17])[C:11](=[CH:12][C:13](=[O:21])[CH2:14][CH2:15]1)[C:10](=[CH2:22])[CH2:9]3.C1(Cl)C(=O)C(Cl)=C(Cl)C(=O)C=1Cl.FC(F)(F)C(=N[Si](C)(C)C)O[Si](C)(C)C. (2) Given the product [Cl:8][C:9]1[CH:48]=[CH:47][CH:46]=[CH:45][C:10]=1[CH2:11][C:12]1[C:16]([N:17]2[CH2:22][CH2:21][CH2:20][C@@H:19]([NH:23][C:24](=[O:30])[O:25][C:26]([CH3:29])([CH3:28])[CH3:27])[CH2:18]2)=[N:15][N:14]2[C:38]([CH3:39])=[C:37]([CH3:44])[NH:36][C:34](=[O:35])[C:13]=12, predict the reactants needed to synthesize it. The reactants are: Cl.O1CCOCC1.[Cl:8][C:9]1[CH:48]=[CH:47][CH:46]=[CH:45][C:10]=1[CH2:11][C:12]1[C:13]([C:34]([NH:36][CH:37]([CH3:44])[C:38](OC)(OC)[CH3:39])=[O:35])=[N:14][N:15](COC)[C:16]=1[N:17]1[CH2:22][CH2:21][CH2:20][C@@H:19]([NH:23][C:24](=[O:30])[O:25][C:26]([CH3:29])([CH3:28])[CH3:27])[CH2:18]1.C(=O)([O-])O.[Na+].C(OC(OC(C)(C)C)=O)(OC(C)(C)C)=O. (3) Given the product [CH3:1][N:2]([CH3:26])[CH2:3][CH2:4][N:5]([CH3:25])[C:6]1[S:7][C:8]2[CH:9]=[C:11]([NH:15][C:16]([C:17]3[CH:22]=[CH:21][C:20]([C:32]4[CH:31]=[CH:30][CH:29]=[C:28]([Cl:27])[C:33]=4[Cl:34])=[CH:19][CH:18]=3)=[O:24])[CH:12]=[CH:13][C:14]=2[N:10]=1, predict the reactants needed to synthesize it. The reactants are: [CH3:1][N:2]([CH3:26])[CH2:3][CH2:4][N:5]([CH3:25])[C:6]1[S:7][C:8]2[CH:14]=[CH:13][CH:12]=[C:11]([NH:15][C:16](=[O:24])[C:17]3[CH:22]=[CH:21][C:20](I)=[CH:19][CH:18]=3)[C:9]=2[N:10]=1.[Cl:27][C:28]1[C:33]([Cl:34])=[CH:32][CH:31]=[CH:30][C:29]=1B(O)O. (4) Given the product [C:30]([O:34][C:35](=[O:42])[NH:36][CH2:37][CH2:38][CH2:39][CH2:40][NH:41][S:19]([C:16]1[CH:17]=[CH:18][C:13]([CH2:12][N:3]2[C:2](=[O:1])[C:10]3[C:5](=[CH:6][CH:7]=[CH:8][CH:9]=3)[C:4]2=[O:11])=[CH:14][CH:15]=1)(=[O:21])=[O:20])([CH3:33])([CH3:31])[CH3:32], predict the reactants needed to synthesize it. The reactants are: [O:1]=[C:2]1[C:10]2[C:5](=[CH:6][CH:7]=[CH:8][CH:9]=2)[C:4](=[O:11])[N:3]1[CH2:12][C:13]1[CH:18]=[CH:17][C:16]([S:19](Cl)(=[O:21])=[O:20])=[CH:15][CH:14]=1.C(N(CC)CC)C.[C:30]([O:34][C:35](=[O:42])[NH:36][CH2:37][CH2:38][CH2:39][CH2:40][NH2:41])([CH3:33])([CH3:32])[CH3:31].